Dataset: Full USPTO retrosynthesis dataset with 1.9M reactions from patents (1976-2016). Task: Predict the reactants needed to synthesize the given product. (1) Given the product [CH3:39][N:14]([CH3:13])[C:15]([CH2:17][CH2:18][C:19]1[C:20]([S:27]([C:30]2[CH:38]=[CH:37][CH:36]=[CH:35][C:31]=2[C:32]([OH:34])=[O:33])(=[O:29])=[O:28])=[C:21]([CH3:26])[NH:22][C:23]=1/[CH:24]=[C:6]1\[C:7](=[O:12])[NH:8][C:9]2[C:5]\1=[CH:4][C:3]([O:2][CH3:1])=[CH:11][CH:10]=2)=[O:16], predict the reactants needed to synthesize it. The reactants are: [CH3:1][O:2][C:3]1[CH:4]=[C:5]2[C:9](=[CH:10][CH:11]=1)[NH:8][C:7](=[O:12])[CH2:6]2.[CH3:13][N:14]([CH3:39])[C:15]([CH2:17][CH2:18][C:19]1[C:20]([S:27]([C:30]2[CH:38]=[CH:37][CH:36]=[CH:35][C:31]=2[C:32]([OH:34])=[O:33])(=[O:29])=[O:28])=[C:21]([CH3:26])[NH:22][C:23]=1[CH:24]=O)=[O:16].N1CCCCC1. (2) Given the product [CH2:32]([O:31][C:27]1[CH:26]=[C:25]([CH:2]([OH:1])[CH2:3][N:4]([CH3:24])[C:5]([C:7]2[C:8]([C:16]3[CH:21]=[CH:20][C:19]([Cl:22])=[C:18]([Cl:23])[CH:17]=3)=[N:9][C:10]([N:13]([CH3:14])[CH3:15])=[N:11][CH:12]=2)=[O:6])[CH:30]=[CH:29][CH:28]=1)[C:33]1[CH:38]=[CH:37][CH:36]=[CH:35][CH:34]=1, predict the reactants needed to synthesize it. The reactants are: [OH:1][CH:2]([C:25]1[CH:30]=[CH:29][CH:28]=[C:27]([OH:31])[CH:26]=1)[CH2:3][N:4]([CH3:24])[C:5]([C:7]1[C:8]([C:16]2[CH:21]=[CH:20][C:19]([Cl:22])=[C:18]([Cl:23])[CH:17]=2)=[N:9][C:10]([N:13]([CH3:15])[CH3:14])=[N:11][CH:12]=1)=[O:6].[CH2:32](Br)[C:33]1[CH:38]=[CH:37][CH:36]=[CH:35][CH:34]=1.C(=O)([O-])[O-].[Cs+].[Cs+]. (3) Given the product [CH2:1]([O:8][C:9]1[CH:16]=[CH:15][C:12]([CH2:13][Br:25])=[C:11]([F:17])[CH:10]=1)[C:2]1[CH:7]=[CH:6][CH:5]=[CH:4][CH:3]=1, predict the reactants needed to synthesize it. The reactants are: [CH2:1]([O:8][C:9]1[CH:16]=[CH:15][C:12]([CH2:13]O)=[C:11]([F:17])[CH:10]=1)[C:2]1[CH:7]=[CH:6][CH:5]=[CH:4][CH:3]=1.N1C=CC=CC=1.P(Br)(Br)[Br:25]. (4) Given the product [C:1]([O:5][C:6]([N:8]1[CH2:12][CH2:11][CH2:10][CH:9]1[C:25]1[NH:26][C:27]([C:30]2[CH:35]=[CH:34][C:33]([C:33]3[CH:32]=[CH:31][C:30]([C:27]4[NH:26][C:25]([CH:21]5[CH2:22][CH2:23][CH2:24][N:20]5[C:18]([O:17][C:13]([CH3:15])([CH3:16])[CH3:14])=[O:19])=[N:29][CH:28]=4)=[CH:35][CH:34]=3)=[CH:32][CH:31]=2)=[CH:28][N:29]=1)=[O:7])([CH3:4])([CH3:2])[CH3:3], predict the reactants needed to synthesize it. The reactants are: [C:1]([O:5][C:6]([N:8]1[CH2:12][CH2:11][CH2:10][CH2:9]1)=[O:7])([CH3:4])([CH3:3])[CH3:2].[C:13]([O:17][C:18]([N:20]1[CH2:24][CH2:23][CH2:22][CH:21]1[C:25]1[NH:26][C:27]([C:30]2[CH:35]=[CH:34][C:33](B3OC(C)(C)C(C)(C)O3)=[C:32](C(OC)=O)[CH:31]=2)=[CH:28][N:29]=1)=[O:19])([CH3:16])([CH3:15])[CH3:14].C(=O)(O)[O-].[Na+]. (5) Given the product [C:1]([O:5][C:6](=[O:9])[CH:7]=[CH2:8])([CH3:4])([CH3:3])[CH3:2].[CH:15]([NH:18][C:19](=[O:22])[CH:20]=[CH2:21])([CH3:17])[CH3:16].[C:10]([OH:14])(=[O:13])[CH:11]=[CH2:12], predict the reactants needed to synthesize it. The reactants are: [C:1]([O:5][C:6](=[O:9])[CH:7]=[CH2:8])([CH3:4])([CH3:3])[CH3:2].[C:10]([OH:14])(=[O:13])[CH:11]=[CH2:12].[CH:15]([NH:18][C:19](=[O:22])[CH:20]=[CH2:21])([CH3:17])[CH3:16].CC(N=NC(C#N)(C)C)(C#N)C.CC(OC(C)=O)COC. (6) Given the product [CH3:12][C@@:8]12[C@H:9]3[CH2:10][CH2:11][C@@:2]4([CH3:1])[C@H:3]([C@@H:4]3[CH2:5][CH:6]=[C:7]1[NH:23][C:15](=[O:17])[CH2:14][CH2:13]2)[CH2:19][CH2:20][C:21]4=[O:22], predict the reactants needed to synthesize it. The reactants are: [CH3:1][C@@:2]12[C:21](=[O:22])[CH2:20][CH2:19][C@H:3]1[C@H:4]1[C@H:9]([CH2:10][CH2:11]2)[C@:8]([CH2:13][CH2:14][C:15]([OH:17])=O)([CH3:12])[C:7](=O)[CH2:6][CH2:5]1.[NH3:23].Cl. (7) Given the product [Br:26][C:22]1[CH:21]=[C:20]([N:18]2[CH:19]=[C:15]([C@:6]([NH:8][S@@:9]([C:11]([CH3:14])([CH3:13])[CH3:12])=[O:10])([CH3:7])[C:5]([F:28])([F:27])[CH2:4][OH:3])[CH:16]=[N:17]2)[CH:25]=[CH:24][CH:23]=1, predict the reactants needed to synthesize it. The reactants are: C([O:3][C:4](=O)[C:5]([F:28])([F:27])[C@@:6]([C:15]1[CH:16]=[N:17][N:18]([C:20]2[CH:25]=[CH:24][CH:23]=[C:22]([Br:26])[CH:21]=2)[CH:19]=1)([NH:8][S@@:9]([C:11]([CH3:14])([CH3:13])[CH3:12])=[O:10])[CH3:7])C.[BH4-].[Li+].C(O)(=O)C.O. (8) Given the product [I:2][C:3]1[CH:8]=[CH:7][N:6]=[C:5]([O:9][C@H:10]2[CH2:11][N:12]([C:25]([C:24]3[C:23]([C:30]4[N:35]=[CH:34][CH:33]=[CH:32][N:31]=4)=[N:22][C:21]([O:20][CH3:19])=[CH:29][CH:28]=3)=[O:26])[C@H:13]([CH3:16])[CH2:14][CH2:15]2)[C:4]=1[O:17][CH3:18], predict the reactants needed to synthesize it. The reactants are: Cl.[I:2][C:3]1[CH:8]=[CH:7][N:6]=[C:5]([O:9][C@@H:10]2[CH2:15][CH2:14][C@@H:13]([CH3:16])[NH:12][CH2:11]2)[C:4]=1[O:17][CH3:18].[CH3:19][O:20][C:21]1[CH:29]=[CH:28][C:24]([C:25]([O-])=[O:26])=[C:23]([C:30]2[N:35]=[CH:34][CH:33]=[CH:32][N:31]=2)[N:22]=1.[K+].CCN(C(C)C)C(C)C.C(P1(=O)OP(=O)(CCC)OP(=O)(CCC)O1)CC.